Dataset: Forward reaction prediction with 1.9M reactions from USPTO patents (1976-2016). Task: Predict the product of the given reaction. (1) Given the reactants Cl[C:2]1[C:11]2[C:6](=[CH:7][CH:8]=[C:9]([C:12]([O:14][CH2:15][CH3:16])=[O:13])[CH:10]=2)[CH:5]=[CH:4][N:3]=1.[CH3:17][O:18][C:19]1[CH:26]=[CH:25][C:22]([CH2:23][NH2:24])=[CH:21][CH:20]=1.C(=O)([O-])[O-].[K+].[K+], predict the reaction product. The product is: [CH3:17][O:18][C:19]1[CH:26]=[CH:25][C:22]([CH2:23][NH:24][C:2]2[C:11]3[C:6](=[CH:7][CH:8]=[C:9]([C:12]([O:14][CH2:15][CH3:16])=[O:13])[CH:10]=3)[CH:5]=[CH:4][N:3]=2)=[CH:21][CH:20]=1. (2) The product is: [ClH:11].[Cl:11][C:8]1[CH:7]=[C:3]([C:4]([NH2:6])=[O:5])[C:2](=[NH:1])[N:10]([CH2:13][C:14]2[CH:19]=[C:18]([Cl:20])[CH:17]=[CH:16][C:15]=2[S:21]([CH3:24])(=[O:23])=[O:22])[CH:9]=1. Given the reactants [NH2:1][C:2]1[N:10]=[CH:9][C:8]([Cl:11])=[CH:7][C:3]=1[C:4]([NH2:6])=[O:5].Br[CH2:13][C:14]1[CH:19]=[C:18]([Cl:20])[CH:17]=[CH:16][C:15]=1[S:21]([CH3:24])(=[O:23])=[O:22].C(OCC)(=O)C, predict the reaction product. (3) Given the reactants [NH2:1][C:2]1[C:6]([C:7]#[N:8])=[C:5]([C:9]2[CH:14]=[CH:13][C:12]([O:15][C:16]3[CH:21]=[CH:20][CH:19]=[CH:18][CH:17]=3)=[CH:11][CH:10]=2)[NH:4][N:3]=1.O.[CH:23]([NH2:25])=O, predict the reaction product. The product is: [NH2:8][C:7]1[N:25]=[CH:23][N:1]=[C:2]2[NH:3][N:4]=[C:5]([C:9]3[CH:14]=[CH:13][C:12]([O:15][C:16]4[CH:17]=[CH:18][CH:19]=[CH:20][CH:21]=4)=[CH:11][CH:10]=3)[C:6]=12. (4) Given the reactants C([O:4][CH2:5][C@@H:6]1[C@@H:11]([O:12]C(=O)C)[C@H:10]([OH:16])[C@H:9]([OH:17])[C@@H:8]([C:18]2[CH:23]=[CH:22][C:21]([OH:24])=[CH:20][CH:19]=2)[O:7]1)(=O)C.[CH3:25][NH:26][C:27]([C:29]1[CH:30]=[C:31](B(O)O)[CH:32]=[CH:33][CH:34]=1)=[O:28], predict the reaction product. The product is: [CH3:25][NH:26][C:27](=[O:28])[C:29]1[CH:30]=[CH:31][CH:32]=[C:33]([O:24][C:21]2[CH:20]=[CH:19][C:18]([C@@H:8]3[C@@H:9]([OH:17])[C@@H:10]([OH:16])[C@H:11]([OH:12])[C@@H:6]([CH2:5][OH:4])[O:7]3)=[CH:23][CH:22]=2)[CH:34]=1. (5) Given the reactants Cl[C:2]1[N:7]=[C:6]([C:8]([NH:10][C@@H:11]([C:16]2[CH:21]=[CH:20][C:19]([O:22][C:23]([F:26])([F:25])[F:24])=[C:18]([F:27])[CH:17]=2)[C:12]([OH:15])([CH3:14])[CH3:13])=[O:9])[CH:5]=[N:4][CH:3]=1.[CH3:28][N:29]1[CH:33]=[C:32](B2OC(C)(C)C(C)(C)O2)[CH:31]=[N:30]1.C(=O)([O-])[O-].[K+].[K+].COCCOC, predict the reaction product. The product is: [F:27][C:18]1[CH:17]=[C:16]([C@H:11]([NH:10][C:8]([C:6]2[CH:5]=[N:4][CH:3]=[C:2]([C:32]3[CH:31]=[N:30][N:29]([CH3:28])[CH:33]=3)[N:7]=2)=[O:9])[C:12]([OH:15])([CH3:14])[CH3:13])[CH:21]=[CH:20][C:19]=1[O:22][C:23]([F:26])([F:25])[F:24]. (6) Given the reactants [C:1]([CH2:3][CH:4]([C:27]1([C:30]#[N:31])[CH2:29][CH2:28]1)[N:5]1[CH:9]=[C:8]([C:10]2[C:11]3[CH:18]=[CH:17][N:16](COCC[Si](C)(C)C)[C:12]=3[N:13]=[CH:14][N:15]=2)[CH:7]=[N:6]1)#[N:2].[C:32]([OH:38])([C:34]([F:37])([F:36])[F:35])=[O:33], predict the reaction product. The product is: [F:35][C:34]([F:37])([F:36])[C:32]([OH:38])=[O:33].[C:1]([CH2:3][CH:4]([C:27]1([C:30]#[N:31])[CH2:29][CH2:28]1)[N:5]1[CH:9]=[C:8]([C:10]2[C:11]3[CH:18]=[CH:17][NH:16][C:12]=3[N:13]=[CH:14][N:15]=2)[CH:7]=[N:6]1)#[N:2]. (7) Given the reactants [O:1]1[C:5]2([CH2:10][CH2:9][C:8]([C:11]3[S:12][CH:13]=[CH:14][N:15]=3)=[CH:7][CH2:6]2)[O:4][CH2:3][CH2:2]1, predict the reaction product. The product is: [O:4]1[C:5]2([CH2:10][CH2:9][CH:8]([C:11]3[S:12][CH:13]=[CH:14][N:15]=3)[CH2:7][CH2:6]2)[O:1][CH2:2][CH2:3]1. (8) Given the reactants [Cl:1][C:2]1[CH:3]=[C:4]([CH:6]=[C:7]([Cl:9])[CH:8]=1)[NH2:5].O=[C:11]([CH2:17][CH3:18])[CH2:12][C:13]([O:15][CH3:16])=[O:14].C1(C)C=CC=CC=1, predict the reaction product. The product is: [Cl:1][C:2]1[CH:3]=[C:4]([NH:5][C:11]([CH2:17][CH3:18])=[CH:12][C:13]([O:15][CH3:16])=[O:14])[CH:6]=[C:7]([Cl:9])[CH:8]=1. (9) Given the reactants [NH2:1][C:2]1[CH:10]=[CH:9][CH:8]=[C:7]([F:11])[C:3]=1[C:4]([OH:6])=O.O=S(Cl)Cl.[Cl:16][C:17]1[CH:23]=[CH:22][CH:21]=[CH:20][C:18]=1[NH2:19].C(Cl)(Cl)Cl, predict the reaction product. The product is: [NH2:1][C:2]1[CH:10]=[CH:9][CH:8]=[C:7]([F:11])[C:3]=1[C:4]([NH:19][C:18]1[CH:20]=[CH:21][CH:22]=[CH:23][C:17]=1[Cl:16])=[O:6]. (10) Given the reactants [Si:1]([O:8][C@@H:9]1[CH2:14][CH2:13][C@H:12]([OH:15])[C@@H:11]([C:16]2[N:20]([CH3:21])[N:19]=[CH:18][CH:17]=2)[CH2:10]1)([C:4]([CH3:7])([CH3:6])[CH3:5])([CH3:3])[CH3:2], predict the reaction product. The product is: [Si:1]([O:8][C@H:9]1[CH2:14][CH2:13][C@@H:12]([OH:15])[C@H:11]([C:16]2[N:20]([CH3:21])[N:19]=[CH:18][CH:17]=2)[CH2:10]1)([C:4]([CH3:7])([CH3:5])[CH3:6])([CH3:2])[CH3:3].